Predict the product of the given reaction. From a dataset of Forward reaction prediction with 1.9M reactions from USPTO patents (1976-2016). (1) Given the reactants CO[Si:3]1([C:8]([C:10]2[CH:15]=[CH:14][C:13]([O:16][CH3:17])=[CH:12][CH:11]=2)=[CH2:9])[CH2:7][CH2:6][CH2:5][CH2:4]1.[H-].[Al+3].[Li+].[H-].[H-].[H-], predict the reaction product. The product is: [CH3:17][O:16][C:13]1[CH:12]=[CH:11][C:10]([C:8]([SiH:3]2[CH2:7][CH2:6][CH2:5][CH2:4]2)=[CH2:9])=[CH:15][CH:14]=1. (2) Given the reactants [NH2:1][C:2]1[N:7]=[CH:6][C:5]([CH2:8][CH:9]([CH2:13][C:14]([N:16]([CH2:25][C:26]2[CH:31]=[CH:30][CH:29]=[CH:28][CH:27]=2)[O:17]CC2C=CC=CC=2)=[O:15])[C:10]([OH:12])=[O:11])=[CH:4][CH:3]=1, predict the reaction product. The product is: [NH2:1][C:2]1[N:7]=[CH:6][C:5]([CH2:8][CH:9]([CH2:13][C:14]([N:16]([CH2:25][C:26]2[CH:27]=[CH:28][CH:29]=[CH:30][CH:31]=2)[OH:17])=[O:15])[C:10]([OH:12])=[O:11])=[CH:4][CH:3]=1. (3) The product is: [C:17]1([C:3]2[CH:4]=[C:5]([CH:8]3[CH2:9][N:10]([CH3:16])[C:11](=[O:15])[N:12]([CH3:14])[CH2:13]3)[CH:6]=[CH:7][C:2]=2[NH:1][C:39]([C:28]2[N:29]([CH2:31][O:32][CH2:33][CH2:34][Si:35]([CH3:38])([CH3:37])[CH3:36])[CH:30]=[C:26]([C:24]#[N:25])[N:27]=2)=[O:40])[CH2:23][CH2:22][CH2:21][CH2:20][CH2:19][CH:18]=1. Given the reactants [NH2:1][C:2]1[CH:7]=[CH:6][C:5]([CH:8]2[CH2:13][N:12]([CH3:14])[C:11](=[O:15])[N:10]([CH3:16])[CH2:9]2)=[CH:4][C:3]=1[C:17]1[CH2:23][CH2:22][CH2:21][CH2:20][CH2:19][CH:18]=1.[C:24]([C:26]1[N:27]=[C:28]([C:39](O)=[O:40])[N:29]([CH2:31][O:32][CH2:33][CH2:34][Si:35]([CH3:38])([CH3:37])[CH3:36])[CH:30]=1)#[N:25].[K+].C(C1N=C(C([O-])=O)N(COCC[Si](C)(C)C)C=1)#N, predict the reaction product.